Dataset: Peptide-MHC class II binding affinity with 134,281 pairs from IEDB. Task: Regression. Given a peptide amino acid sequence and an MHC pseudo amino acid sequence, predict their binding affinity value. This is MHC class II binding data. (1) The peptide sequence is VVVHITDDNEEPIAA. The MHC is DRB1_0901 with pseudo-sequence DRB1_0901. The binding affinity (normalized) is 0.0137. (2) The peptide sequence is AENNLQITEHKRLQLAN. The MHC is DRB1_0701 with pseudo-sequence DRB1_0701. The binding affinity (normalized) is 0.686. (3) The peptide sequence is QIEDQLGMNHVLQSI. The MHC is DRB1_0101 with pseudo-sequence DRB1_0101. The binding affinity (normalized) is 0.515. (4) The binding affinity (normalized) is 0.491. The MHC is HLA-DQA10102-DQB10602 with pseudo-sequence HLA-DQA10102-DQB10602. The peptide sequence is RGLKLATALSLSNKF. (5) The peptide sequence is PLSVASMTSPLLTWD. The MHC is DRB1_0401 with pseudo-sequence DRB1_0401. The binding affinity (normalized) is 0.811. (6) The peptide sequence is ARVTVKDVTFRNITG. The MHC is DRB4_0101 with pseudo-sequence DRB4_0103. The binding affinity (normalized) is 0.285. (7) The peptide sequence is VAAFTEALRIIAGVL. The binding affinity (normalized) is 0.464. The MHC is DRB1_0401 with pseudo-sequence DRB1_0401.